From a dataset of NCI-60 drug combinations with 297,098 pairs across 59 cell lines. Regression. Given two drug SMILES strings and cell line genomic features, predict the synergy score measuring deviation from expected non-interaction effect. Cell line: HL-60(TB). Synergy scores: CSS=-1.40, Synergy_ZIP=1.68, Synergy_Bliss=4.49, Synergy_Loewe=0.273, Synergy_HSA=1.16. Drug 1: CC1=CC2C(CCC3(C2CCC3(C(=O)C)OC(=O)C)C)C4(C1=CC(=O)CC4)C. Drug 2: CCN(CC)CCNC(=O)C1=C(NC(=C1C)C=C2C3=C(C=CC(=C3)F)NC2=O)C.